From a dataset of Retrosynthesis with 50K atom-mapped reactions and 10 reaction types from USPTO. Predict the reactants needed to synthesize the given product. (1) Given the product CC1CC(=O)c2c(O)ccc(Br)c2C1, predict the reactants needed to synthesize it. The reactants are: COc1ccc(Br)c2c1C(=O)CC(C)C2. (2) Given the product CC1CCN(C(C)(C)COc2ccc(C#Cc3ccc(-c4ccc(Cl)cc4)cn3)cc2)CC1, predict the reactants needed to synthesize it. The reactants are: C#Cc1ccc(-c2ccc(Cl)cc2)cn1.CC1CCN(C(C)(C)COc2ccc(I)cc2)CC1. (3) The reactants are: Cc1ccc(C#N)cc1I.O=C(Cl)c1ccc([N+](=O)[O-])cc1Cl. Given the product Cc1ccc(C#N)cc1C(=O)c1ccc([N+](=O)[O-])cc1Cl, predict the reactants needed to synthesize it. (4) Given the product CCc1ccc(=O)n(-c2ccccc2)c1, predict the reactants needed to synthesize it. The reactants are: CCc1ccc(=O)[nH]c1.Ic1ccccc1. (5) Given the product Nc1ccc(N2CCOCC2)nc1NCc1cccc2ccccc12, predict the reactants needed to synthesize it. The reactants are: O=[N+]([O-])c1ccc(N2CCOCC2)nc1NCc1cccc2ccccc12. (6) The reactants are: CC1(C)[C@@H](C#CC(=O)OCC(Cl)(Cl)Cl)[C@H]1C(=O)O.N#C[C@@H](O)c1cccc(Oc2ccccc2)c1. Given the product CC1(C)[C@@H](C#CC(=O)OCC(Cl)(Cl)Cl)[C@H]1C(=O)O[C@H](C#N)c1cccc(Oc2ccccc2)c1, predict the reactants needed to synthesize it.